The task is: Predict the product of the given reaction.. This data is from Forward reaction prediction with 1.9M reactions from USPTO patents (1976-2016). (1) Given the reactants Cl[C:2]1[CH:3]=[CH:4][C:5]2[O:6][CH2:7][CH2:8][C:9]3[CH:15]=[C:14]([C:16]4[N:17]([C:21]5[CH:26]=[CH:25][C:24]([F:27])=[CH:23][C:22]=5[F:28])[N:18]=[CH:19][N:20]=4)[S:13][C:10]=3[C:11]=2[N:12]=1.[CH3:29][N:30](C)C=O, predict the reaction product. The product is: [C:29]([C:2]1[CH:3]=[CH:4][C:5]2[O:6][CH2:7][CH2:8][C:9]3[CH:15]=[C:14]([C:16]4[N:17]([C:21]5[CH:26]=[CH:25][C:24]([F:27])=[CH:23][C:22]=5[F:28])[N:18]=[CH:19][N:20]=4)[S:13][C:10]=3[C:11]=2[N:12]=1)#[N:30]. (2) Given the reactants [Br:1][C:2]1[C:6]([N:7]([CH3:9])[CH3:8])=[C:5](Br)[S:4][C:3]=1[C:11]([O:13][CH2:14][CH3:15])=[O:12].C(O)C.[Cl:19][C:20]1[CH:25]=[CH:24][C:23](B(O)O)=[CH:22][CH:21]=1.C(=O)([O-])[O-].[K+].[K+], predict the reaction product. The product is: [Br:1][C:2]1[C:6]([N:7]([CH3:9])[CH3:8])=[C:5]([C:23]2[CH:24]=[CH:25][C:20]([Cl:19])=[CH:21][CH:22]=2)[S:4][C:3]=1[C:11]([O:13][CH2:14][CH3:15])=[O:12]. (3) Given the reactants [Br:1][C:2]1[CH:3]=[C:4]([S:8]([NH2:11])(=[O:10])=[O:9])[CH:5]=[CH:6][CH:7]=1.[C:12](OC(=O)C)(=[O:14])[CH3:13], predict the reaction product. The product is: [Br:1][C:2]1[CH:3]=[C:4]([S:8]([NH:11][C:12](=[O:14])[CH3:13])(=[O:9])=[O:10])[CH:5]=[CH:6][CH:7]=1. (4) Given the reactants [F:1][C:2]1[CH:7]=[CH:6][C:5]([CH:8]([C:32]2[CH:37]=[CH:36][C:35]([F:38])=[CH:34][CH:33]=2)[C:9]2[S:13][C:12]([C:14]([NH:16][C@@H:17]([CH2:21][CH2:22][CH2:23][NH:24]C(OC(C)(C)C)=O)[C:18]([OH:20])=[O:19])=[O:15])=[CH:11][CH:10]=2)=[CH:4][CH:3]=1.[C:39]([OH:45])([C:41]([F:44])([F:43])[F:42])=[O:40].C([SiH](CC)CC)C, predict the reaction product. The product is: [NH2:24][CH2:23][CH2:22][CH2:21][C@H:17]([NH:16][C:14]([C:12]1[S:13][C:9]([CH:8]([C:32]2[CH:33]=[CH:34][C:35]([F:38])=[CH:36][CH:37]=2)[C:5]2[CH:6]=[CH:7][C:2]([F:1])=[CH:3][CH:4]=2)=[CH:10][CH:11]=1)=[O:15])[C:18]([OH:20])=[O:19].[C:39]([OH:45])([C:41]([F:44])([F:43])[F:42])=[O:40].